Dataset: Reaction yield outcomes from USPTO patents with 853,638 reactions. Task: Predict the reaction yield, written as a fraction of the theoretical maximum amount of product (1.0 means a 100% yield; for example, 0.34 means a 34% yield). (1) The reactants are [C:1]([O:5][C:6]([N:8]([C:13]1[CH:14]=[C:15]([CH:19]=[CH:20][C:21]=1[O:22][CH3:23])[C:16](O)=[O:17])[S:9]([CH3:12])(=[O:11])=[O:10])=[O:7])([CH3:4])([CH3:3])[CH3:2].CN(C(ON1N=NC2C=CC=NC1=2)=[N+](C)C)C.F[P-](F)(F)(F)(F)F.CN1CCOCC1.[SH:55][CH2:56][C:57]([OH:59])=[O:58]. The catalyst is CN(C=O)C. The product is [C:1]([O:5][C:6]([N:8]([C:13]1[CH:14]=[C:15]([CH:19]=[CH:20][C:21]=1[O:22][CH3:23])[C:16]([S:55][CH2:56][C:57]([OH:59])=[O:58])=[O:17])[S:9]([CH3:12])(=[O:11])=[O:10])=[O:7])([CH3:4])([CH3:3])[CH3:2]. The yield is 0.810. (2) The reactants are [N:8]1(C([N:8]2[CH:12]=[CH:11][N:10]=[CH:9]2)=N)[CH:12]=[CH:11][N:10]=[CH:9]1.N[C:14]1[CH:19]=[CH:18]C(C)=C[C:15]=1[OH:21]. The catalyst is C1COCC1. The product is [O:21]1[C:15]2[CH:14]=[CH:19][CH:18]=[CH:12][C:11]=2[N:10]=[C:9]1[NH2:8]. The yield is 0.920. (3) The catalyst is CC(=O)CC. The yield is 0.440. The product is [NH2:18][C:17]1[S:5][C:4]([CH3:8])=[C:1]([CH3:2])[C:16]=1[C:14]([C:10]1[S:9][CH:13]=[CH:12][CH:11]=1)=[O:15]. The reactants are [C:1]([C:4]1[S:5]C=C[CH:8]=1)(=O)[CH3:2].[S:9]1[CH:13]=[CH:12][CH:11]=[C:10]1[C:14]([CH2:16][C:17]#[N:18])=[O:15].N1CCOCC1.[S]. (4) The catalyst is C1COCC1.CC(=O)OCC. The reactants are [CH3:1][N:2]1[CH:6]=[C:5]([C:7]2[CH:12]=[CH:11][N:10]=[CH:9][CH:8]=2)[C:4]([C:13]2[CH:18]=[CH:17][C:16]([C:19]#[C:20][Si](C)(C)C)=[CH:15][CH:14]=2)=[N:3]1.CCCC[N+](CCCC)(CCCC)CCCC.[F-].C1COCC1. The yield is 0.640. The product is [C:19]([C:16]1[CH:15]=[CH:14][C:13]([C:4]2[C:5]([C:7]3[CH:8]=[CH:9][N:10]=[CH:11][CH:12]=3)=[CH:6][N:2]([CH3:1])[N:3]=2)=[CH:18][CH:17]=1)#[CH:20]. (5) The reactants are C[O:2][C:3](=[O:35])[CH:4]([NH:16][C:17]1[CH:22]=[CH:21][CH:20]=[CH:19][C:18]=1[C:23](=[O:34])[C:24]1[CH:29]=[CH:28][C:27]([C:30]([CH3:33])([CH3:32])[CH3:31])=[CH:26][CH:25]=1)[CH2:5][C:6]1[CH:11]=[CH:10][C:9]([O:12][CH2:13][CH2:14]Br)=[CH:8][CH:7]=1.[CH:36]1[C:48]2[NH:47][C:46]3[C:41](=[CH:42][CH:43]=[CH:44][CH:45]=3)[C:40]=2[CH:39]=[CH:38][CH:37]=1.[OH-].[Na+]. The catalyst is C1C=CC=CC=1.[Br-].C([N+](CCCC)(CCCC)CCCC)CCC. The product is [C:30]([C:27]1[CH:26]=[CH:25][C:24]([C:23]([C:18]2[CH:19]=[CH:20][CH:21]=[CH:22][C:17]=2[NH:16][CH:4]([CH2:5][C:6]2[CH:11]=[CH:10][C:9]([O:12][CH2:13][CH2:14][C:45]3[C:46]4[NH:47][C:48]5[C:40](=[CH:39][CH:38]=[CH:37][CH:36]=5)[C:41]=4[CH:42]=[CH:43][CH:44]=3)=[CH:8][CH:7]=2)[C:3]([OH:2])=[O:35])=[O:34])=[CH:29][CH:28]=1)([CH3:33])([CH3:31])[CH3:32]. The yield is 0.470. (6) The reactants are [CH2:1]([C@@:4]1([C:20]2[CH:25]=[CH:24][CH:23]=[CH:22][CH:21]=2)[O:9][C:8](=[O:10])[N:7]([C@H:11]([C:13]2[CH:18]=[CH:17][C:16]([Br:19])=[CH:15][CH:14]=2)[CH3:12])[CH2:6][CH2:5]1)[CH:2]=C.[O:26]=[O+][O-].[BH4-].[Na+]. The catalyst is C(Cl)Cl. The product is [Br:19][C:16]1[CH:17]=[CH:18][C:13]([C@@H:11]([N:7]2[CH2:6][CH2:5][C@:4]([CH2:1][CH2:2][OH:26])([C:20]3[CH:21]=[CH:22][CH:23]=[CH:24][CH:25]=3)[O:9][C:8]2=[O:10])[CH3:12])=[CH:14][CH:15]=1. The yield is 0.840.